Dataset: Full USPTO retrosynthesis dataset with 1.9M reactions from patents (1976-2016). Task: Predict the reactants needed to synthesize the given product. (1) Given the product [O:1]1[CH:5]=[CH:4][C:3]([C:6]2[CH:7]=[C:8]([C:32]([F:33])([F:34])[F:35])[C:9]3[N:10]([C:12]([CH:29]([CH3:31])[CH3:30])=[C:13]([C:15]([N:17]4[CH2:22][CH2:21][CH:20]([N:23]5[CH2:27][CH2:26][O:25][C:24]5=[O:28])[CH2:19][CH2:18]4)=[O:16])[N:14]=3)[CH:11]=2)=[CH:2]1, predict the reactants needed to synthesize it. The reactants are: [O:1]1[CH:5]=[CH:4][C:3]([C:6]2[CH:7]=[C:8]([C:32]([F:35])([F:34])[F:33])[C:9]3[N:10]([C:12]([C:29]([CH3:31])=[CH2:30])=[C:13]([C:15]([N:17]4[CH2:22][CH2:21][CH:20]([N:23]5[CH2:27][CH2:26][O:25][C:24]5=[O:28])[CH2:19][CH2:18]4)=[O:16])[N:14]=3)[CH:11]=2)=[CH:2]1.C1(SC2C=CC=CC=2)C=CC=CC=1. (2) Given the product [Cl:19][C:6]1[N:5]=[C:4]2[CH:3]=[C:2]([C:32]3[CH2:31][N:30]([C:33]([O:35][C:36]([CH3:39])([CH3:38])[CH3:37])=[O:34])[CH2:29][CH:28]=3)[N:10]([CH2:11][C:12]3[CH:17]=[CH:16][CH:15]=[C:14]([Cl:18])[CH:13]=3)[C:9]2=[CH:8][CH:7]=1, predict the reactants needed to synthesize it. The reactants are: Br[C:2]1[N:10]([CH2:11][C:12]2[CH:17]=[CH:16][CH:15]=[C:14]([Cl:18])[CH:13]=2)[C:9]2[C:4](=[N:5][C:6]([Cl:19])=[CH:7][CH:8]=2)[CH:3]=1.CC1(C)C(C)(C)OB([C:28]2[CH2:29][N:30]([C:33]([O:35][C:36]([CH3:39])([CH3:38])[CH3:37])=[O:34])[CH2:31][CH:32]=2)O1.C([O-])([O-])=O.[Na+].[Na+]. (3) Given the product [F:11][C:8]([F:10])([F:9])[C:7]1[C:2]2[N:1]=[C:17]([CH2:18][CH2:19][N:20]3[CH2:25][CH2:24][N:23]([C:26]([O:28][C:29]([CH3:32])([CH3:31])[CH3:30])=[O:27])[CH2:22][C:21]3=[O:33])[NH:16][C:3]=2[CH:4]=[C:5]([C:12]([F:13])([F:14])[F:15])[CH:6]=1, predict the reactants needed to synthesize it. The reactants are: [NH2:1][C:2]1[C:7]([C:8]([F:11])([F:10])[F:9])=[CH:6][C:5]([C:12]([F:15])([F:14])[F:13])=[CH:4][C:3]=1[NH:16][C:17](=O)[CH2:18][CH2:19][N:20]1[CH2:25][CH2:24][N:23]([C:26]([O:28][C:29]([CH3:32])([CH3:31])[CH3:30])=[O:27])[CH2:22][C:21]1=[O:33]. (4) Given the product [C:1]([C:3]1[CH:4]=[C:5]([C:16](=[O:25])[C:17]2[CH:22]=[CH:21][C:20]([CH2:23][N:31]([CH3:32])[CH3:30])=[CH:19][CH:18]=2)[N:6]2[C:15]3[C:10](=[CH:11][CH:12]=[CH:13][CH:14]=3)[CH:9]=[CH:8][C:7]=12)#[N:2], predict the reactants needed to synthesize it. The reactants are: [C:1]([C:3]1[CH:4]=[C:5]([C:16](=[O:25])[C:17]2[CH:22]=[CH:21][C:20]([CH2:23]Br)=[CH:19][CH:18]=2)[N:6]2[C:15]3[C:10](=[CH:11][CH:12]=[CH:13][CH:14]=3)[CH:9]=[CH:8][C:7]=12)#[N:2].C(C1C=[C:30](C(=O)C2C=CC(C)=CC=2)[N:31]2C3C(=CC=CC=3)C=C[C:32]=12)#N.